Dataset: Full USPTO retrosynthesis dataset with 1.9M reactions from patents (1976-2016). Task: Predict the reactants needed to synthesize the given product. (1) Given the product [C:1]([C:3]1[CH:43]=[CH:42][C:6]([CH2:7][C@@:8]2([CH3:41])[N:12]3[C:13]([S:16]([N:19]4[CH2:23][CH2:22][CH2:21][C@H:20]4[C:24]([NH2:26])=[O:25])(=[O:18])=[O:17])=[CH:14][N:15]=[C:11]3[N:10]([C:32]3[CH:33]=[C:34]([Cl:39])[CH:35]=[C:36]([Cl:38])[CH:37]=3)[C:9]2=[O:40])=[CH:5][CH:4]=1)#[N:2], predict the reactants needed to synthesize it. The reactants are: [C:1]([C:3]1[CH:43]=[CH:42][C:6]([CH2:7][C@@:8]2([CH3:41])[N:12]3[C:13]([S:16]([N:19]4[CH2:23][CH2:22][CH2:21][C@H:20]4[C:24]([NH:26][C@H](C)C(O)=O)=[O:25])(=[O:18])=[O:17])=[CH:14][N:15]=[C:11]3[N:10]([C:32]3[CH:37]=[C:36]([Cl:38])[CH:35]=[C:34]([Cl:39])[CH:33]=3)[C:9]2=[O:40])=[CH:5][CH:4]=1)#[N:2].Cl.N1CCC[C@H]1C(N)=O. (2) Given the product [CH3:1][O:2][C:3]1[C:11]([O:12][CH3:13])=[CH:10][CH:9]=[C:8]2[C:4]=1[CH2:5][CH:6]([C:14]([O:16][CH3:17])=[O:15])[NH:7]2, predict the reactants needed to synthesize it. The reactants are: [CH3:1][O:2][C:3]1[C:11]([O:12][CH3:13])=[CH:10][CH:9]=[C:8]2[C:4]=1[CH:5]=[C:6]([C:14]([O:16][CH2:17]C)=[O:15])[NH:7]2.[Mg].ClCCl.[NH4+].[Cl-]. (3) The reactants are: [F:1][C:2]1[CH:26]=[C:25]([N+:27]([O-])=O)[CH:24]=[CH:23][C:3]=1[O:4][C:5]1[C:13]2[C:8](=[CH:9][CH:10]=[CH:11][CH:12]=2)[N:7]([CH2:14][C:15]2[CH:20]=[CH:19][C:18]([O:21][CH3:22])=[CH:17][CH:16]=2)[N:6]=1.O.O.[Sn](Cl)Cl. Given the product [F:1][C:2]1[CH:26]=[C:25]([CH:24]=[CH:23][C:3]=1[O:4][C:5]1[C:13]2[C:8](=[CH:9][CH:10]=[CH:11][CH:12]=2)[N:7]([CH2:14][C:15]2[CH:16]=[CH:17][C:18]([O:21][CH3:22])=[CH:19][CH:20]=2)[N:6]=1)[NH2:27], predict the reactants needed to synthesize it. (4) Given the product [O:16]1[CH:20]=[CH:19][C:18]([CH2:21][NH:15][CH2:14][CH2:13][CH2:12][NH:11][C:2]2[CH:3]=[CH:4][C:5]3[C:10](=[CH:9][CH:8]=[CH:7][CH:6]=3)[N:1]=2)=[CH:17]1, predict the reactants needed to synthesize it. The reactants are: [N:1]1[C:10]2[C:5](=[CH:6][CH:7]=[CH:8][CH:9]=2)[CH:4]=[CH:3][C:2]=1[NH:11][CH2:12][CH2:13][CH2:14][NH2:15].[O:16]1[CH:20]=[CH:19][C:18]([CH:21]=O)=[CH:17]1. (5) The reactants are: [CH2:1]([CH:4]([C:10](OCC)=O)[C:5]([O:7]CC)=[O:6])[CH:2]=[CH2:3].[H-].[Na+].Br[CH2:18][CH2:19]CN1C(=O)C2=CC=CC=C2C1=O.C[N:33](C=O)C. Given the product [CH2:10]([CH:4]([CH2:1][CH2:2][CH2:3][NH2:33])[C:5]([OH:7])=[O:6])[CH:18]=[CH2:19], predict the reactants needed to synthesize it. (6) Given the product [P:1]([Cl:14])(=[O:12])([O:2][C:3]1[CH:4]=[CH:5][C:6]([N+:9]([O-:11])=[O:10])=[CH:7][CH:8]=1)[O:31][CH2:15][CH2:16][CH2:17][CH2:18][CH2:19][CH3:20], predict the reactants needed to synthesize it. The reactants are: [P:1]([Cl:14])(Cl)(=[O:12])[O:2][C:3]1[CH:8]=[CH:7][C:6]([N+:9]([O-:11])=[O:10])=[CH:5][CH:4]=1.[CH2:15]([OH:31])[CH2:16][CH2:17][CH2:18][CH2:19][CH2:20]CCCCCCCCCC.CN1C=CN=C1.